This data is from Catalyst prediction with 721,799 reactions and 888 catalyst types from USPTO. The task is: Predict which catalyst facilitates the given reaction. (1) Reactant: [CH3:1][O:2][C:3](=[O:24])[CH2:4][C:5]1[C:6]([C:18]2[CH:23]=[CH:22][CH:21]=[CH:20][CH:19]=2)=[C:7]2[C:14]3[CH2:15][CH2:16][CH2:17][C:13]=3[S:12][C:8]2=[N:9][C:10]=1[CH3:11].[Li+].C[Si]([N-][Si](C)(C)C)(C)C.[CH2:35]1[CH2:39]OC[CH2:36]1.ICCC. Product: [CH3:11][C:10]1[N:9]=[C:8]2[S:12][C:13]3[CH2:17][CH2:16][CH2:15][C:14]=3[C:7]2=[C:6]([C:18]2[CH:23]=[CH:22][CH:21]=[CH:20][CH:19]=2)[C:5]=1[CH:4]([CH2:36][CH2:35][CH3:39])[C:3]([O:2][CH3:1])=[O:24]. The catalyst class is: 3. (2) Reactant: [NH2:1][C@H:2]1[C@H:6]([F:7])[CH2:5][N:4]([C:8]2[N:16]=[C:15]3[C:11]([N:12]=[CH:13][N:14]3[CH:17]([CH3:19])[CH3:18])=[C:10]([NH:20][C:21]3[CH:22]=[N:23][N:24]([CH3:26])[CH:25]=3)[N:9]=2)[CH2:3]1.C([O-])(O)=O.[Na+].[C:32](Cl)(=[O:35])[CH:33]=[CH2:34]. Product: [F:7][C@@H:6]1[CH2:5][N:4]([C:8]2[N:16]=[C:15]3[C:11]([N:12]=[CH:13][N:14]3[CH:17]([CH3:19])[CH3:18])=[C:10]([NH:20][C:21]3[CH:22]=[N:23][N:24]([CH3:26])[CH:25]=3)[N:9]=2)[CH2:3][C@H:2]1[NH:1][C:32](=[O:35])[CH:33]=[CH2:34]. The catalyst class is: 2.